From a dataset of Catalyst prediction with 721,799 reactions and 888 catalyst types from USPTO. Predict which catalyst facilitates the given reaction. (1) Reactant: [C:1]([C:3]1[CH:18]=[CH:17][C:6]([CH2:7][NH:8][CH2:9][C:10]([O:12][C:13]([CH3:16])([CH3:15])[CH3:14])=[O:11])=[C:5]([F:19])[CH:4]=1)#[N:2].[C:20](O[C:20]([O:22][C:23]([CH3:26])([CH3:25])[CH3:24])=[O:21])([O:22][C:23]([CH3:26])([CH3:25])[CH3:24])=[O:21].C(N(C(C)C)C(C)C)C. Product: [C:23]([O:22][C:20]([N:8]([CH2:7][C:6]1[CH:17]=[CH:18][C:3]([C:1]#[N:2])=[CH:4][C:5]=1[F:19])[CH2:9][C:10]([O:12][C:13]([CH3:15])([CH3:14])[CH3:16])=[O:11])=[O:21])([CH3:26])([CH3:25])[CH3:24]. The catalyst class is: 2. (2) Reactant: [NH2:1][C:2]1[CH:9]=[CH:8][C:5]([C:6]#[N:7])=[C:4](Cl)[CH:3]=1.[CH2:11](B(O)O)[CH3:12].C([O-])([O-])=O.[K+].[K+]. Product: [NH2:1][C:2]1[CH:9]=[CH:8][C:5]([C:6]#[N:7])=[C:4]([CH2:11][CH3:12])[CH:3]=1. The catalyst class is: 77.